This data is from Reaction yield outcomes from USPTO patents with 853,638 reactions. The task is: Predict the reaction yield, written as a fraction of the theoretical maximum amount of product (1.0 means a 100% yield; for example, 0.34 means a 34% yield). (1) The reactants are [CH:1]([C@H:4]1[CH2:8][O:7][C:6](=[O:9])[N:5]1[C:10]1[CH:15]=[CH:14][N:13]=[C:12]([NH:16][C@H:17]([CH:19]2[CH2:24][CH2:23][NH:22][CH2:21][CH2:20]2)[CH3:18])[N:11]=1)([CH3:3])[CH3:2].[C:25]1(=O)[CH2:28][CH2:27][CH2:26]1.C(O[BH-](OC(=O)C)OC(=O)C)(=O)C.[Na+]. The catalyst is C1COCC1. The product is [CH:25]1([N:22]2[CH2:23][CH2:24][CH:19]([C@@H:17]([NH:16][C:12]3[N:11]=[C:10]([N:5]4[C@@H:4]([CH:1]([CH3:2])[CH3:3])[CH2:8][O:7][C:6]4=[O:9])[CH:15]=[CH:14][N:13]=3)[CH3:18])[CH2:20][CH2:21]2)[CH2:28][CH2:27][CH2:26]1. The yield is 0.620. (2) The reactants are [H-].[Na+].[CH2:3]([OH:16])[CH2:4][CH2:5][CH2:6][CH2:7][CH2:8][CH2:9][CH2:10][CH2:11][CH2:12][CH2:13][CH2:14][OH:15].Br[CH2:18][CH2:19][CH2:20][CH2:21][CH2:22][CH2:23][CH2:24][CH2:25][CH2:26][CH2:27][CH2:28][CH2:29][Br:30].O. The catalyst is CCCCCC.C1(C)C=CC=CC=1. The product is [Br:30][CH2:29][CH2:28][CH2:27][CH2:26][CH2:25][CH2:24][CH2:23][CH2:22][CH2:21][CH2:20][CH2:19][CH2:18][O:16][CH2:3][CH2:4][CH2:5][CH2:6][CH2:7][CH2:8][CH2:9][CH2:10][CH2:11][CH2:12][CH2:13][CH2:14][O:15][CH2:18][CH2:19][CH2:20][CH2:21][CH2:22][CH2:23][CH2:24][CH2:25][CH2:26][CH2:27][CH2:28][CH2:29][Br:30]. The yield is 0.560. (3) The reactants are [CH:1]1([C:6]2[C:14]3[C:9](=[CH:10][C:11]([C:15]([O:17][CH:18]([CH3:20])[CH3:19])=[O:16])=[CH:12][CH:13]=3)[N:8]([CH3:21])[CH:7]=2)[CH2:5][CH2:4][CH2:3][CH2:2]1.[Br:22]Br. The catalyst is C(#N)C. The product is [Br:22][C:7]1[N:8]([CH3:21])[C:9]2[C:14]([C:6]=1[CH:1]1[CH2:2][CH2:3][CH2:4][CH2:5]1)=[CH:13][CH:12]=[C:11]([C:15]([O:17][CH:18]([CH3:19])[CH3:20])=[O:16])[CH:10]=2. The yield is 0.870. (4) The reactants are [Cl:1][C:2]1[CH:3]=[C:4]([CH:8]2[O:12]C(=O)[NH:10][CH:9]2[CH2:14][C:15]2[CH:20]=[CH:19][C:18]([C:21]([F:27])([F:26])[C:22]([CH3:25])([CH3:24])[CH3:23])=[CH:17][CH:16]=2)[CH:5]=[CH:6][CH:7]=1.[OH-].[Na+]. The catalyst is C(O)C. The product is [NH2:10][CH:9]([CH2:14][C:15]1[CH:16]=[CH:17][C:18]([C:21]([F:27])([F:26])[C:22]([CH3:23])([CH3:24])[CH3:25])=[CH:19][CH:20]=1)[CH:8]([C:4]1[CH:5]=[CH:6][CH:7]=[C:2]([Cl:1])[CH:3]=1)[OH:12]. The yield is 0.720. (5) The reactants are C([Li])(C)(C)C.[CH3:6][C:7]([CH3:18])([CH3:17])[C:8]([NH:10][C:11]1[CH:16]=[CH:15][CH:14]=[CH:13][N:12]=1)=[O:9].N1(C=O)CC[O:22][CH2:21]C1.O. The catalyst is C(OCC)C.O1CCCC1. The product is [CH:21]([C:16]1[C:11]([NH:10][C:8](=[O:9])[C:7]([CH3:18])([CH3:17])[CH3:6])=[N:12][CH:13]=[CH:14][CH:15]=1)=[O:22]. The yield is 0.850. (6) The reactants are [C:1](/[C:3](=[C:9](/[C:11]1[CH:16]=[CH:15][C:14]([N:17]2[CH2:22][CH2:21][N:20]([CH3:23])[CH2:19][CH2:18]2)=[CH:13][CH:12]=1)\[CH3:10])/[C:4]([O:6][CH2:7]C)=[O:5])#[N:2]. The catalyst is CO. The product is [C:1]([CH:3]([CH:9]([C:11]1[CH:16]=[CH:15][C:14]([N:17]2[CH2:18][CH2:19][N:20]([CH3:23])[CH2:21][CH2:22]2)=[CH:13][CH:12]=1)[CH3:10])[C:4]([O:6][CH3:7])=[O:5])#[N:2]. The yield is 0.540.